Dataset: Full USPTO retrosynthesis dataset with 1.9M reactions from patents (1976-2016). Task: Predict the reactants needed to synthesize the given product. (1) Given the product [C:7]1([N:5]2[N:6]=[C:25]([C:24]([OH:16])=[O:26])[C:3]([C:13]([OH:15])=[O:14])=[N:4]2)[CH:12]=[CH:11][CH:10]=[CH:9][CH:8]=1, predict the reactants needed to synthesize it. The reactants are: CC1[C:3]([C:13]([OH:15])=[O:14])=[N:4][N:5]([C:7]2[CH:12]=[CH:11][CH:10]=[CH:9][CH:8]=2)[N:6]=1.[OH-:16].[Na+].[O-][Mn](=O)(=O)=O.[K+].[CH2:24]([OH:26])[CH3:25]. (2) Given the product [ClH:22].[CH:1]([N:14]1[CH2:17][CH:16]([CH2:18][Cl:22])[CH2:15]1)([C:8]1[CH:13]=[CH:12][CH:11]=[CH:10][CH:9]=1)[C:2]1[CH:7]=[CH:6][CH:5]=[CH:4][CH:3]=1, predict the reactants needed to synthesize it. The reactants are: [CH:1]([N:14]1[CH2:17][CH:16]([CH2:18]O)[CH2:15]1)([C:8]1[CH:13]=[CH:12][CH:11]=[CH:10][CH:9]=1)[C:2]1[CH:7]=[CH:6][CH:5]=[CH:4][CH:3]=1.S(Cl)([Cl:22])=O. (3) Given the product [CH3:1][C@H:2]1[N:7]([C:8]2[CH:13]=[CH:12][C:11]([C:14]([F:17])([F:16])[F:15])=[CH:10][N:9]=2)[CH2:6][CH2:5][N:4]([CH2:18][C:19]2[C:20]([C:24]3[NH:32][C:29]4[CH:30]=[CH:31][N:26]=[CH:27][C:28]=4[N:33]=3)=[N:21][NH:22][CH:23]=2)[CH2:3]1, predict the reactants needed to synthesize it. The reactants are: [CH3:1][C@H:2]1[N:7]([C:8]2[CH:13]=[CH:12][C:11]([C:14]([F:17])([F:16])[F:15])=[CH:10][N:9]=2)[CH2:6][CH2:5][N:4]([CH2:18][C:19]2[C:20]([CH:24]=O)=[N:21][NH:22][CH:23]=2)[CH2:3]1.[N:26]1[CH:31]=[CH:30][C:29]([NH2:32])=[C:28]([NH2:33])[CH:27]=1.OS([O-])=O.[Na+].O.